This data is from Peptide-MHC class I binding affinity with 185,985 pairs from IEDB/IMGT. The task is: Regression. Given a peptide amino acid sequence and an MHC pseudo amino acid sequence, predict their binding affinity value. This is MHC class I binding data. (1) The peptide sequence is ISQGAGWSLK. The MHC is HLA-A11:01 with pseudo-sequence HLA-A11:01. The binding affinity (normalized) is 0.504. (2) The peptide sequence is NRSGSQQWR. The binding affinity (normalized) is 0. The MHC is HLA-A68:01 with pseudo-sequence HLA-A68:01. (3) The peptide sequence is YIYGIPLSL. The MHC is HLA-A68:02 with pseudo-sequence HLA-A68:02. The binding affinity (normalized) is 0.384. (4) The peptide sequence is GLLCAFTLK. The MHC is HLA-A03:01 with pseudo-sequence HLA-A03:01. The binding affinity (normalized) is 0.767. (5) The peptide sequence is ILDDNLYKV. The MHC is H-2-Ld with pseudo-sequence H-2-Ld. The binding affinity (normalized) is 0. (6) The peptide sequence is VFGSVYTTMF. The MHC is HLA-A23:01 with pseudo-sequence HLA-A23:01. The binding affinity (normalized) is 0.626.